From a dataset of Forward reaction prediction with 1.9M reactions from USPTO patents (1976-2016). Predict the product of the given reaction. (1) Given the reactants [S:1]1[CH:5]=[CH:4][CH:3]=[C:2]1[CH2:6][N:7]([CH2:16][C:17]1[S:18][CH:19]=[CH:20][CH:21]=1)[C:8](=[O:15])[O:9][CH2:10][CH2:11][N:12]=[C:13]=[O:14].[NH2:22][C@H:23]([C:29]1[CH:37]=[CH:36][C:32]2[O:33][CH2:34][O:35][C:31]=2[CH:30]=1)[CH2:24][C:25]([O:27][CH3:28])=[O:26], predict the reaction product. The product is: [O:33]1[C:32]2[CH:36]=[CH:37][C:29]([C@H:23]([CH2:24][C:25]([O:27][CH3:28])=[O:26])[NH:22][C:13](=[O:14])[NH:12][CH2:11][CH2:10][O:9][C:8](=[O:15])[N:7]([CH2:16][C:17]3[S:18][CH:19]=[CH:20][CH:21]=3)[CH2:6][C:2]3[S:1][CH:5]=[CH:4][CH:3]=3)=[CH:30][C:31]=2[O:35][CH2:34]1. (2) Given the reactants [CH2:1]([O:3][C:4]([C:6]1[C:10]2[CH:11]=[CH:12][C:13]([OH:15])=[CH:14][C:9]=2[O:8][CH:7]=1)=[O:5])[CH3:2].Br[CH2:17][CH3:18].C([O-])([O-])=O.[Cs+].[Cs+], predict the reaction product. The product is: [CH2:1]([O:3][C:4]([C:6]1[C:10]2[CH:11]=[CH:12][C:13]([O:15][CH2:17][CH3:18])=[CH:14][C:9]=2[O:8][CH:7]=1)=[O:5])[CH3:2]. (3) The product is: [Br:1][C:2]1[CH:7]=[C:6]([CH:8]2[O:9][CH2:10][CH2:11][O:12]2)[CH:5]=[CH:4][C:3]=1[O:13][CH3:14]. Given the reactants [Br:1][C:2]1[CH:7]=[C:6]([CH:8]2[O:12][CH2:11][CH2:10][O:9]2)[CH:5]=[CH:4][C:3]=1[OH:13].[C:14](=O)([O-])[O-].[K+].[K+].S(OC)(OC)(=O)=O, predict the reaction product. (4) Given the reactants Br[CH2:2][C:3]12[CH2:9][C:6]([O:10][CH2:11][C:12]3[CH:17]=[C:16]([O:18][C:19]4[CH:24]=[CH:23][CH:22]=[CH:21][CH:20]=4)[CH:15]=[C:14]([F:25])[CH:13]=3)([CH2:7][CH2:8]1)[CH2:5][CH2:4]2.[CH2:26]([Mg]Br)[CH:27]=[CH2:28], predict the reaction product. The product is: [CH2:2]([C:3]12[CH2:9][C:6]([O:10][CH2:11][C:12]3[CH:17]=[C:16]([O:18][C:19]4[CH:24]=[CH:23][CH:22]=[CH:21][CH:20]=4)[CH:15]=[C:14]([F:25])[CH:13]=3)([CH2:7][CH2:8]1)[CH2:5][CH2:4]2)[CH2:28][CH:27]=[CH2:26]. (5) Given the reactants [Cl:1][C:2]1[CH:30]=[CH:29][CH:28]=[CH:27][C:3]=1[CH:4]=[C:5]([C:10]([CH2:12][O:13][CH2:14][CH2:15][N:16]1[C:20](=[O:21])[C:19]2=[CH:22][CH:23]=[CH:24][CH:25]=[C:18]2[C:17]1=[O:26])=O)[C:6]([O:8][CH3:9])=[O:7].[CH2:31]([O:33][C:34](=[O:39])/[CH:35]=[C:36](\[NH2:38])/[CH3:37])[CH3:32], predict the reaction product. The product is: [Cl:1][C:2]1[CH:30]=[CH:29][CH:28]=[CH:27][C:3]=1[CH:4]1[C:35]([C:34]([O:33][CH2:31][CH3:32])=[O:39])=[C:36]([CH3:37])[NH:38][C:10]([CH2:12][O:13][CH2:14][CH2:15][N:16]2[C:20](=[O:21])[C:19]3[C:18](=[CH:25][CH:24]=[CH:23][CH:22]=3)[C:17]2=[O:26])=[C:5]1[C:6]([O:8][CH3:9])=[O:7]. (6) Given the reactants C(OC[O:5][CH:6]1[CH2:23][CH:22]2[CH:8]([C:9](=[O:36])[N:10]([CH3:35])[CH2:11][CH2:12][CH2:13][CH2:14][CH:15]=[CH:16][CH:17]3[C:19]([C:25]([NH:27][S:28]([C:31]4([CH3:34])[CH2:33][CH2:32]4)(=[O:30])=[O:29])=[O:26])([NH:20][C:21]2=[O:24])[CH2:18]3)[CH2:7]1)C.Cl.C(=O)([O-])O.[Na+], predict the reaction product. The product is: [OH:5][CH:6]1[CH2:23][CH:22]2[CH:8]([C:9](=[O:36])[N:10]([CH3:35])[CH2:11][CH2:12][CH2:13][CH2:14][CH:15]=[CH:16][CH:17]3[C:19]([C:25]([NH:27][S:28]([C:31]4([CH3:34])[CH2:33][CH2:32]4)(=[O:30])=[O:29])=[O:26])([NH:20][C:21]2=[O:24])[CH2:18]3)[CH2:7]1. (7) Given the reactants [CH3:1][O:2][C:3]1[CH:8]=[CH:7][C:6]([C:9]2[S:10][CH:11]=[CH:12][CH:13]=2)=[CH:5][C:4]=1[C:14](=[O:24])[CH2:15][C:16]1[CH:23]=[CH:22][C:19]([C:20]#N)=[CH:18][CH:17]=1.CCO.[OH-:28].[K+].Cl.[OH2:31], predict the reaction product. The product is: [CH3:1][O:2][C:3]1[CH:8]=[CH:7][C:6]([C:9]2[S:10][CH:11]=[CH:12][CH:13]=2)=[CH:5][C:4]=1[C:14](=[O:24])[CH2:15][C:16]1[CH:23]=[CH:22][C:19]([C:20]([OH:31])=[O:28])=[CH:18][CH:17]=1.